From a dataset of Catalyst prediction with 721,799 reactions and 888 catalyst types from USPTO. Predict which catalyst facilitates the given reaction. (1) Reactant: C(Cl)(=O)C(Cl)=O.CS(C)=O.[CH3:11][CH:12]([CH3:33])[CH2:13][C:14]1[CH:19]=[CH:18][C:17]([C:20]2[O:24][N:23]=[C:22]([C:25]3[CH:30]=[CH:29][C:28]([CH2:31][OH:32])=[CH:27][CH:26]=3)[N:21]=2)=[CH:16][CH:15]=1.C(N(CC)C(C)C)(C)C. Product: [CH3:11][CH:12]([CH3:33])[CH2:13][C:14]1[CH:15]=[CH:16][C:17]([C:20]2[O:24][N:23]=[C:22]([C:25]3[CH:30]=[CH:29][C:28]([CH:31]=[O:32])=[CH:27][CH:26]=3)[N:21]=2)=[CH:18][CH:19]=1. The catalyst class is: 4. (2) Reactant: [H-].[Na+].[CH:3]1([NH:9][C:10]2[CH:15]=[CH:14][C:13]([N+:16]([O-:18])=[O:17])=[CH:12][N:11]=2)[CH2:8][CH2:7][CH2:6][CH2:5][CH2:4]1.[CH3:19]I. Product: [CH:3]1([N:9]([C:10]2[CH:15]=[CH:14][C:13]([N+:16]([O-:18])=[O:17])=[CH:12][N:11]=2)[CH3:19])[CH2:4][CH2:5][CH2:6][CH2:7][CH2:8]1. The catalyst class is: 9. (3) Reactant: [Br:1][C:2]1[CH:3]=[CH:4][C:5](F)=[C:6]([CH:9]=1)[CH:7]=O.[C:11]([O:15][CH3:16])(=[O:14])[CH2:12][SH:13].C([O-])([O-])=O.[Na+].[Na+]. Product: [Br:1][C:2]1[CH:3]=[CH:4][C:5]2[S:13][C:12]([C:11]([O:15][CH3:16])=[O:14])=[CH:7][C:6]=2[CH:9]=1. The catalyst class is: 430. (4) Reactant: [OH:1][CH2:2][C:3]1([C:8]#[N:9])[CH2:7][CH2:6][CH2:5][CH2:4]1.[H-].[Na+].[CH2:12](Br)[C:13]1[CH:18]=[CH:17][CH:16]=[CH:15][CH:14]=1.O. Product: [CH2:12]([O:1][CH2:2][C:3]1([C:8]#[N:9])[CH2:7][CH2:6][CH2:5][CH2:4]1)[C:13]1[CH:18]=[CH:17][CH:16]=[CH:15][CH:14]=1. The catalyst class is: 163. (5) Reactant: Br[CH2:2][C:3]1[CH:8]=[CH:7][C:6]([F:9])=[CH:5][C:4]=1[I:10].[C-]#N.[Na+].C1[CH2:18][O:17]CC1.C[OH:20].O.[OH-].[Li+]. Product: [F:9][C:6]1[CH:7]=[CH:8][C:3]([CH2:2][C:18]([OH:17])=[O:20])=[C:4]([I:10])[CH:5]=1. The catalyst class is: 40.